Dataset: Forward reaction prediction with 1.9M reactions from USPTO patents (1976-2016). Task: Predict the product of the given reaction. (1) Given the reactants [CH3:1][C:2]1[N:3]=[C:4]2[N:9]=[C:8]([C:10]3[CH:17]=[CH:16][C:13]([CH:14]=[O:15])=[CH:12][CH:11]=3)[C:7]([C:18]3[CH:23]=[CH:22][CH:21]=[CH:20][CH:19]=3)=[CH:6][N:5]2[CH:24]=1.[Br:25]N1C(=O)CCC1=O, predict the reaction product. The product is: [Br:25][C:24]1[N:5]2[CH:6]=[C:7]([C:18]3[CH:19]=[CH:20][CH:21]=[CH:22][CH:23]=3)[C:8]([C:10]3[CH:11]=[CH:12][C:13]([CH:14]=[O:15])=[CH:16][CH:17]=3)=[N:9][C:4]2=[N:3][C:2]=1[CH3:1]. (2) Given the reactants [NH:1]1[C:8](=[O:9])[CH2:7][C:5](=[O:6])[NH:4][C:2]1=[O:3].[CH:10]([C:12]1[C:20]2[C:15](=[CH:16][CH:17]=[CH:18][CH:19]=2)[N:14]([CH2:21][C:22]2[CH:29]=[CH:28][C:25]([C:26]#[N:27])=[CH:24][CH:23]=2)[CH:13]=1)=O, predict the reaction product. The product is: [O:3]=[C:2]1[NH:4][C:5](=[O:6])[C:7](=[CH:10][C:12]2[C:20]3[C:15](=[CH:16][CH:17]=[CH:18][CH:19]=3)[N:14]([CH2:21][C:22]3[CH:23]=[CH:24][C:25]([C:26]#[N:27])=[CH:28][CH:29]=3)[CH:13]=2)[C:8](=[O:9])[NH:1]1. (3) Given the reactants [OH-].[Na+].C[O:4][C:5]([C:7]1[C:8]([C:26]2[CH:31]=[CH:30][CH:29]=[CH:28][C:27]=2[N+:32]([O-:34])=[O:33])=[CH:9][CH:10]=[C:11]([C:13]2[S:14][CH:15]=[C:16]([C:18]3[CH:23]=[CH:22][C:21]([O:24][CH3:25])=[CH:20][CH:19]=3)[N:17]=2)[CH:12]=1)=[O:6], predict the reaction product. The product is: [CH3:25][O:24][C:21]1[CH:20]=[CH:19][C:18]([C:16]2[N:17]=[C:13]([C:11]3[CH:12]=[C:7]([C:5]([OH:6])=[O:4])[C:8]([C:26]4[CH:31]=[CH:30][CH:29]=[CH:28][C:27]=4[N+:32]([O-:34])=[O:33])=[CH:9][CH:10]=3)[S:14][CH:15]=2)=[CH:23][CH:22]=1. (4) Given the reactants [N+:1]([C:4]1[C:5]([NH:20][CH:21]([C:23]2[CH:28]=[CH:27][CH:26]=[CH:25][CH:24]=2)[CH3:22])=[N:6][C:7]([C:10]2[CH:19]=[CH:18][CH:17]=[C:16]3[C:11]=2[CH:12]=[CH:13][CH:14]=[N:15]3)=[CH:8][CH:9]=1)([O-])=O.ClC1N=C(NC(C2C=CC=CC=2)C)C([N+]([O-])=O)=CC=1.N1C2C(=C(B(O)O)C=CC=2)C=CC=1.[C:61](=O)([O-])[O-:62].[K+].[K+], predict the reaction product. The product is: [C:23]1([CH:21]([N:20]2[C:5]3=[N:6][C:7]([C:10]4[CH:19]=[CH:18][CH:17]=[C:16]5[C:11]=4[CH:12]=[CH:13][CH:14]=[N:15]5)=[CH:8][CH:9]=[C:4]3[NH:1][C:61]2=[O:62])[CH3:22])[CH:28]=[CH:27][CH:26]=[CH:25][CH:24]=1. (5) Given the reactants [N:1]1[C:2](=O)[NH:3][CH:4]=[C:5]2[C:10]=1[C:9]1[CH:11]=[CH:12][CH:13]=[CH:14][C:8]=1[CH2:7][CH2:6]2.O(Cl)[Cl:17].[P+3], predict the reaction product. The product is: [Cl:17][C:2]1[N:3]=[CH:4][C:5]2[CH2:6][CH2:7][C:8]3[CH:14]=[CH:13][CH:12]=[CH:11][C:9]=3[C:10]=2[N:1]=1. (6) Given the reactants O1CCCC1.[F:6][C:7]([F:16])([F:15])[C:8]1[CH:12]=[CH:11][N:10]([CH2:13][OH:14])[N:9]=1.[C:17]1([CH3:37])[CH:22]=[CH:21][C:20]([S:23](O[S:23]([C:20]2[CH:21]=[CH:22][C:17]([CH3:37])=[CH:18][CH:19]=2)(=[O:25])=[O:24])(=[O:25])=[O:24])=[CH:19][CH:18]=1.C(N(CC)CC)C, predict the reaction product. The product is: [CH3:37][C:17]1[CH:22]=[CH:21][C:20]([S:23]([O:14][CH2:13][N:10]2[CH:11]=[CH:12][C:8]([C:7]([F:6])([F:15])[F:16])=[N:9]2)(=[O:25])=[O:24])=[CH:19][CH:18]=1. (7) Given the reactants Cl[C:2]1[C:7]([N+:8]([O-:10])=[O:9])=[CH:6][C:5]([C:11]([F:14])([F:13])[F:12])=[CH:4][N:3]=1.[CH3:15][S:16][C:17]1[S:18][C:19]2[CH:25]=[C:24]([CH2:26][NH2:27])[CH:23]=[CH:22][C:20]=2[N:21]=1.C(N(CC)CC)C, predict the reaction product. The product is: [CH3:15][S:16][C:17]1[S:18][C:19]2[CH:25]=[C:24]([CH2:26][NH:27][C:2]3[C:7]([N+:8]([O-:10])=[O:9])=[CH:6][C:5]([C:11]([F:14])([F:13])[F:12])=[CH:4][N:3]=3)[CH:23]=[CH:22][C:20]=2[N:21]=1. (8) Given the reactants [H-].[Na+].[Cl:3][C:4]1[CH:9]=[C:8]([N+:10]([O-:12])=[O:11])[CH:7]=[CH:6][C:5]=1[OH:13].Cl.[NH2:15][C:16]1[S:17][CH:18]=[C:19]([CH2:21]Cl)[N:20]=1, predict the reaction product. The product is: [NH2:15][C:16]1[S:17][CH:18]=[C:19]([CH2:21][O:13][C:5]2[CH:6]=[CH:7][C:8]([N+:10]([O-:12])=[O:11])=[CH:9][C:4]=2[Cl:3])[N:20]=1.